This data is from NCI-60 drug combinations with 297,098 pairs across 59 cell lines. The task is: Regression. Given two drug SMILES strings and cell line genomic features, predict the synergy score measuring deviation from expected non-interaction effect. (1) Drug 1: CN(CCCl)CCCl.Cl. Drug 2: CC1C(C(CC(O1)OC2CC(CC3=C2C(=C4C(=C3O)C(=O)C5=CC=CC=C5C4=O)O)(C(=O)C)O)N)O. Cell line: NCIH23. Synergy scores: CSS=51.3, Synergy_ZIP=-3.15, Synergy_Bliss=-3.72, Synergy_Loewe=-0.919, Synergy_HSA=0.617. (2) Drug 1: CC1C(C(CC(O1)OC2CC(CC3=C2C(=C4C(=C3O)C(=O)C5=C(C4=O)C(=CC=C5)OC)O)(C(=O)CO)O)N)O.Cl. Drug 2: C1=NC2=C(N1)C(=S)N=C(N2)N. Cell line: OVCAR-5. Synergy scores: CSS=51.3, Synergy_ZIP=2.76, Synergy_Bliss=2.86, Synergy_Loewe=-6.39, Synergy_HSA=0.760.